Task: Predict the product of the given reaction.. Dataset: Forward reaction prediction with 1.9M reactions from USPTO patents (1976-2016) (1) Given the reactants [N:1]([C:4]1[CH:12]=[CH:11][C:7]2[NH:8][CH:9]=[N:10][C:6]=2[CH:5]=1)=[C:2]=[S:3].[CH3:13][O:14][C:15]1[CH:20]=[CH:19][C:18]([C@H:21]([NH2:23])[CH3:22])=[CH:17][CH:16]=1, predict the reaction product. The product is: [NH:8]1[C:7]2[CH:11]=[CH:12][C:4]([NH:1][C:2]([NH:23][C@@H:21]([C:18]3[CH:19]=[CH:20][C:15]([O:14][CH3:13])=[CH:16][CH:17]=3)[CH3:22])=[S:3])=[CH:5][C:6]=2[N:10]=[CH:9]1. (2) The product is: [CH2:7]([C:8]1[NH:11][C:12]2[C:13](=[O:36])[N:14]([CH2:33][CH2:34][CH3:35])[C:15](=[O:32])[N:16]([CH2:19][CH2:20][CH2:21][CH2:22][C:23]3[CH:24]=[CH:25][C:26]([N+:29]([O-:31])=[O:30])=[CH:27][CH:28]=3)[C:17]=2[N:18]=1)[C:1]1[CH:6]=[CH:5][CH:4]=[CH:3][CH:2]=1. Given the reactants [C:1]1([CH2:7][C:8](O)=O)[CH:6]=[CH:5][CH:4]=[CH:3][CH:2]=1.[NH2:11][C:12]1[C:13](=[O:36])[N:14]([CH2:33][CH2:34][CH3:35])[C:15](=[O:32])[N:16]([CH2:19][CH2:20][CH2:21][CH2:22][C:23]2[CH:28]=[CH:27][C:26]([N+:29]([O-:31])=[O:30])=[CH:25][CH:24]=2)[C:17]=1[NH2:18], predict the reaction product. (3) Given the reactants [F:1][C:2]1[CH:7]=[CH:6][C:5]([N:8]2[C:13](=[O:14])[C:12]([O:15]S(C3C=CC(C)=CC=3)(=O)=O)=[C:11]([C:26]3[CH:31]=[CH:30][C:29]([S:32]([CH3:35])(=[O:34])=[O:33])=[CH:28][CH:27]=3)[CH:10]=[N:9]2)=[CH:4][CH:3]=1.[CH3:36][CH:37]([CH3:42])[CH2:38][CH2:39][CH2:40]O.N, predict the reaction product. The product is: [F:1][C:2]1[CH:7]=[CH:6][C:5]([N:8]2[C:13](=[O:14])[C:12]([O:15][CH2:40][CH2:39][CH2:38][CH:37]([CH3:42])[CH3:36])=[C:11]([C:26]3[CH:27]=[CH:28][C:29]([S:32]([CH3:35])(=[O:34])=[O:33])=[CH:30][CH:31]=3)[CH:10]=[N:9]2)=[CH:4][CH:3]=1. (4) Given the reactants Cl[C:2]1[CH:3]=[CH:4][N:5]2[C:10]([C:11]=1[CH3:12])=[C:9]([CH:13]1[CH2:15][CH2:14]1)[CH:8]=[C:7]([C:16]([O:18][CH3:19])=[O:17])[C:6]2=[O:20].[CH3:21][C:22]1[C:30]2[C:25](=[CH:26][CH:27]=[C:28](B(O)O)[CH:29]=2)[NH:24][N:23]=1, predict the reaction product. The product is: [CH3:21][C:22]1[C:30]2[C:25](=[CH:26][CH:27]=[C:28]([C:2]3[CH:3]=[CH:4][N:5]4[C:10]([C:11]=3[CH3:12])=[C:9]([CH:13]3[CH2:15][CH2:14]3)[CH:8]=[C:7]([C:16]([O:18][CH3:19])=[O:17])[C:6]4=[O:20])[CH:29]=2)[NH:24][N:23]=1. (5) The product is: [C:9]([O:13][C:14]([N:16]1[C@H:21]([CH2:22][NH:8][CH2:1][C:2]2[CH:7]=[CH:6][CH:5]=[CH:4][CH:3]=2)[C@@H:20]2[CH2:24][C@H:17]1[CH2:18][CH2:19]2)=[O:15])([CH3:12])([CH3:10])[CH3:11]. Given the reactants [CH2:1]([NH2:8])[C:2]1[CH:7]=[CH:6][CH:5]=[CH:4][CH:3]=1.[C:9]([O:13][C:14]([N:16]1[C@H:21]([CH:22]=O)[C@@H:20]2[CH2:24][C@H:17]1[CH2:18][CH2:19]2)=[O:15])([CH3:12])([CH3:11])[CH3:10].C(O[BH-](OC(=O)C)OC(=O)C)(=O)C.[Na+].O, predict the reaction product.